Dataset: Peptide-MHC class I binding affinity with 185,985 pairs from IEDB/IMGT. Task: Regression. Given a peptide amino acid sequence and an MHC pseudo amino acid sequence, predict their binding affinity value. This is MHC class I binding data. (1) The peptide sequence is SLLDAHIPQL. The MHC is HLA-A02:03 with pseudo-sequence HLA-A02:03. The binding affinity (normalized) is 0.937. (2) The peptide sequence is RGPYRAFVTI. The MHC is HLA-A03:01 with pseudo-sequence HLA-A03:01. The binding affinity (normalized) is 0. (3) The peptide sequence is KTSRPTAPSS. The MHC is Mamu-A02 with pseudo-sequence Mamu-A02. The binding affinity (normalized) is 0.360. (4) The peptide sequence is PEDDGTDWF. The MHC is HLA-B15:01 with pseudo-sequence HLA-B15:01. The binding affinity (normalized) is 0.0847. (5) The peptide sequence is EIIPSSIPV. The MHC is HLA-A02:01 with pseudo-sequence HLA-A02:01. The binding affinity (normalized) is 0.219. (6) The peptide sequence is IVIWGKTPK. The MHC is HLA-A03:01 with pseudo-sequence HLA-A03:01. The binding affinity (normalized) is 0.551. (7) The peptide sequence is GIFLFFMQGK. The MHC is HLA-A11:01 with pseudo-sequence HLA-A11:01. The binding affinity (normalized) is 0.353. (8) The peptide sequence is IPVHPRHPY. The MHC is HLA-B83:01 with pseudo-sequence HLA-B83:01. The binding affinity (normalized) is 0.501. (9) The peptide sequence is KTPKAPRT. The MHC is Mamu-A01 with pseudo-sequence Mamu-A01. The binding affinity (normalized) is 0.370.